Dataset: Catalyst prediction with 721,799 reactions and 888 catalyst types from USPTO. Task: Predict which catalyst facilitates the given reaction. (1) Reactant: [Cl:1][C:2]1[CH:7]=[C:6]([NH:8][CH2:9][CH3:10])[C:5]([N+:11]([O-])=O)=[CH:4][N:3]=1.[Cl:14][Sn]Cl.[OH-].[Na+]. Product: [Cl:14][C:4]1[C:5]([NH2:11])=[C:6]([NH:8][CH2:9][CH3:10])[CH:7]=[C:2]([Cl:1])[N:3]=1. The catalyst class is: 33. (2) Reactant: [Cl:1][C:2]1[CH:7]=[C:6]([F:8])[CH:5]=[CH:4][C:3]=1[N:9]1[C:13]([CH3:14])=[CH:12][CH:11]=[C:10]1[CH3:15].[Li]CCCC.[C:21](Cl)(=[O:24])[O:22][CH3:23]. Product: [Cl:1][C:2]1[C:3]([N:9]2[C:10]([CH3:15])=[CH:11][CH:12]=[C:13]2[CH3:14])=[CH:4][CH:5]=[C:6]([F:8])[C:7]=1[C:21]([O:22][CH3:23])=[O:24]. The catalyst class is: 7. (3) Reactant: C(OC([NH:8][C@H:9]([C:35]([O:37][CH3:38])=[O:36])[CH2:10][NH:11][C:12]([C:14]1[N:18]2[CH:19]=[C:20]([CH3:33])[CH:21]=[C:22]([O:23][CH2:24][C:25]3[C:30]([F:31])=[CH:29][CH:28]=[CH:27][C:26]=3[F:32])[C:17]2=[N:16][C:15]=1[CH3:34])=[O:13])=O)(C)(C)C.Cl. Product: [F:32][C:26]1[CH:27]=[CH:28][CH:29]=[C:30]([F:31])[C:25]=1[CH2:24][O:23][C:22]1[C:17]2[N:18]([C:14]([C:12]([NH:11][CH2:10][C@@H:9]([C:35]([O:37][CH3:38])=[O:36])[NH2:8])=[O:13])=[C:15]([CH3:34])[N:16]=2)[CH:19]=[C:20]([CH3:33])[CH:21]=1. The catalyst class is: 27. (4) Product: [C:1]([C:5]1[CH:10]=[CH:9][C:8]([N:11]2[C:15](=[O:16])[C:14]([CH3:18])([CH3:17])[N:13]([CH2:19][C:20]3[CH:25]=[CH:24][N:23]=[C:22]([NH:28][C:27]([N:35]4[CH2:36][CH2:37][N:32]([CH3:31])[CH2:33][CH2:34]4)=[O:26])[CH:21]=3)[C:12]2=[O:30])=[CH:7][CH:6]=1)([CH3:4])([CH3:3])[CH3:2]. The catalyst class is: 12. Reactant: [C:1]([C:5]1[CH:10]=[CH:9][C:8]([N:11]2[C:15](=[O:16])[C:14]([CH3:18])([CH3:17])[N:13]([CH2:19][C:20]3[CH:25]=[CH:24][N:23]4[O:26][C:27](=S)[N:28]=[C:22]4[CH:21]=3)[C:12]2=[O:30])=[CH:7][CH:6]=1)([CH3:4])([CH3:3])[CH3:2].[CH3:31][N:32]1[CH2:37][CH2:36][NH:35][CH2:34][CH2:33]1. (5) Reactant: [Br:1][C:2]1[CH:3]=[CH:4][C:5]([F:16])=[C:6]([C@:8]2([CH3:15])[CH:13]=[CH:12][S:11][C:10]([NH2:14])=[N:9]2)[CH:7]=1.[C:17](O[C:17]([O:19][C:20]([CH3:23])([CH3:22])[CH3:21])=[O:18])([O:19][C:20]([CH3:23])([CH3:22])[CH3:21])=[O:18].C1COCC1.C(=O)(O)[O-].[Na+]. Product: [C:20]([O:19][C:17](=[O:18])[NH:14][C:10]1[S:11][CH:12]=[CH:13][C@:8]([C:6]2[CH:7]=[C:2]([Br:1])[CH:3]=[CH:4][C:5]=2[F:16])([CH3:15])[N:9]=1)([CH3:23])([CH3:22])[CH3:21]. The catalyst class is: 238.